Dataset: Reaction yield outcomes from USPTO patents with 853,638 reactions. Task: Predict the reaction yield, written as a fraction of the theoretical maximum amount of product (1.0 means a 100% yield; for example, 0.34 means a 34% yield). The reactants are [CH2:1]([O:3][C:4]1[CH:11]=[C:10]([C:12]([F:15])([F:14])[F:13])[CH:9]=[CH:8][C:5]=1[CH:6]=O)[CH3:2].C1(P(=[CH:35][C:36]([O:38][CH3:39])=[O:37])(C2C=CC=CC=2)C2C=CC=CC=2)C=CC=CC=1. No catalyst specified. The product is [CH3:39][O:38][C:36](=[O:37])[CH:35]=[CH:6][C:5]1[CH:8]=[CH:9][C:10]([C:12]([F:15])([F:14])[F:13])=[CH:11][C:4]=1[O:3][CH2:1][CH3:2]. The yield is 0.520.